The task is: Predict the product of the given reaction.. This data is from Forward reaction prediction with 1.9M reactions from USPTO patents (1976-2016). (1) Given the reactants [C:1](N1C=CN=C1)(N1C=CN=C1)=[O:2].[CH2:13]([NH:20][CH2:21][C:22]1[CH:23]=[C:24]([CH2:44][N:45]2[CH2:50][CH2:49][O:48][CH2:47][CH2:46]2)[CH:25]=[C:26]2[C:31]=1[N:30]=[CH:29][C:28]([C:32]([NH:34][CH2:35][C:36]1[CH:41]=[CH:40][C:39]([Cl:42])=[CH:38][CH:37]=1)=[O:33])=[C:27]2[OH:43])[C:14]1[CH:19]=[CH:18][CH:17]=[CH:16][CH:15]=1, predict the reaction product. The product is: [CH2:13]([N:20]1[CH2:21][C:22]2[C:31]3=[C:26]([C:27](=[O:43])[C:28]([C:32]([NH:34][CH2:35][C:36]4[CH:41]=[CH:40][C:39]([Cl:42])=[CH:38][CH:37]=4)=[O:33])=[CH:29][N:30]3[C:1]1=[O:2])[CH:25]=[C:24]([CH2:44][N:45]1[CH2:46][CH2:47][O:48][CH2:49][CH2:50]1)[CH:23]=2)[C:14]1[CH:15]=[CH:16][CH:17]=[CH:18][CH:19]=1. (2) The product is: [CH3:2][CH:1]([NH:4][C:5]([CH:6]=[CH2:7])=[O:8])[CH3:3].[CH:9]([S:11]([OH:14])(=[O:13])=[O:12])=[CH2:10]. Given the reactants [CH:1]([NH:4][C:5](=[O:8])[CH:6]=[CH2:7])([CH3:3])[CH3:2].[CH:9]([S:11]([OH:14])(=[O:13])=[O:12])=[CH2:10], predict the reaction product.